Dataset: Peptide-MHC class I binding affinity with 185,985 pairs from IEDB/IMGT. Task: Regression. Given a peptide amino acid sequence and an MHC pseudo amino acid sequence, predict their binding affinity value. This is MHC class I binding data. (1) The peptide sequence is EEKAFSPEV. The MHC is HLA-B51:01 with pseudo-sequence HLA-B51:01. The binding affinity (normalized) is 0. (2) The peptide sequence is YFTFDLTAL. The MHC is HLA-B58:01 with pseudo-sequence HLA-B58:01. The binding affinity (normalized) is 0.0847.